From a dataset of Full USPTO retrosynthesis dataset with 1.9M reactions from patents (1976-2016). Predict the reactants needed to synthesize the given product. (1) Given the product [CH3:125][C:123]([CH3:124])([CH3:126])[C@H:90]([NH:89][C:87](=[O:88])[C@@H:86]([NH:85][CH3:83])[CH3:127])[C:91]([N:93]1[CH2:98][CH2:97][C@@H:96]([O:99][CH2:100][C:101]2[CH:109]=[CH:108][C:104]([C:33](=[O:34])[NH:35][C@H:36]3[CH2:40][C@@H:39]([C:41](=[O:53])[NH:42][C@H:43]4[C:52]5[C:47](=[CH:48][CH:49]=[CH:50][CH:51]=5)[CH2:46][CH2:45][CH2:44]4)[N:38]([C:54](=[O:67])[C@@H:55]([NH:60][C:61](=[O:66])[C@@H:62]([NH:64][CH3:65])[CH3:63])[C:56]([CH3:57])([CH3:59])[CH3:58])[CH2:37]3)=[CH:103][CH:102]=2)[CH2:95][C@H:94]1[C:110]([NH:111][C@H:112]1[C:121]2[C:116](=[CH:117][CH:118]=[CH:119][CH:120]=2)[CH2:115][CH2:114][CH2:113]1)=[O:122])=[O:92], predict the reactants needed to synthesize it. The reactants are: CC(C)(C)[C@H](NC(=O)[C@@H](NC)C)C(N1[C@H](C(=O)N[C@H]2C3C(=CC=CC=3)CCC2)CC2C(=CC(NC(=O)CC[C:33]([NH:35][C@H:36]3[CH2:40][C@@H:39]([C:41](=[O:53])[NH:42][C@H:43]4[C:52]5[C:47](=[CH:48][CH:49]=[CH:50][CH:51]=5)[CH2:46][CH2:45][CH2:44]4)[N:38]([C:54](=[O:67])[C@@H:55]([NH:60][C:61](=[O:66])[C@@H:62]([NH:64][CH3:65])[CH3:63])[C:56]([CH3:59])([CH3:58])[CH3:57])[CH2:37]3)=[O:34])=CC=2)C1)=O.C(O[C:83]([N:85](C)[C@@H:86]([CH3:127])[C:87]([NH:89][C@@H:90]([C:123]([CH3:126])([CH3:125])[CH3:124])[C:91]([N:93]1[CH2:98][CH2:97][C@@H:96]([O:99][CH2:100][C:101]2[CH:109]=[CH:108][C:104](C(O)=O)=[CH:103][CH:102]=2)[CH2:95][C@H:94]1[C:110](=[O:122])[NH:111][C@H:112]1[C:121]2[C:116](=[CH:117][CH:118]=[CH:119][CH:120]=2)[CH2:115][CH2:114][CH2:113]1)=[O:92])=[O:88])=O)(C)(C)C.N[C@@H]1CN(C(=O)[C@@H](NC(=O)[C@@H](N(C)C(=O)OC(C)(C)C)C)C(C)(C)C)[C@H](C(=O)N[C@H]2C3C(=CC=CC=3)CCC2)C1.C(O)(C(F)(F)F)=O. (2) Given the product [CH:35]1([C:40]([NH:2][C@@H:3]2[CH2:8][CH2:7][C@H:6]([NH:9][C:10](=[O:27])[C:11]3[CH:16]=[C:15]([F:17])[CH:14]=[N:13][C:12]=3[O:18][C:19]3[CH:24]=[CH:23][CH:22]=[C:21]([S:25][CH3:26])[CH:20]=3)[CH2:5][CH2:4]2)=[O:41])[CH2:39][CH2:38][CH2:37][CH2:36]1, predict the reactants needed to synthesize it. The reactants are: Cl.[NH2:2][C@@H:3]1[CH2:8][CH2:7][C@H:6]([NH:9][C:10](=[O:27])[C:11]2[CH:16]=[C:15]([F:17])[CH:14]=[N:13][C:12]=2[O:18][C:19]2[CH:24]=[CH:23][CH:22]=[C:21]([S:25][CH3:26])[CH:20]=2)[CH2:5][CH2:4]1.C(N(CC)CC)C.[CH:35]1([C:40](O)=[O:41])[CH2:39][CH2:38][CH2:37][CH2:36]1.Cl.CN(C)CCCN=C=NCC.ON1C2C=CC=CC=2N=N1. (3) Given the product [Cl:1][C:2]1[CH:3]=[C:4]([CH:22]=[CH:23][CH:24]=1)[C:5]([NH:7][CH2:8][C:9]1[CH:14]=[CH:13][C:12]([C:15]#[N:16])=[CH:11][C:10]=1[NH:17][CH2:18][C:19](=[O:21])[N:28]([CH2:27][CH2:26][OH:25])[C:29]1[CH:34]=[CH:33][CH:32]=[CH:31][CH:30]=1)=[O:6], predict the reactants needed to synthesize it. The reactants are: [Cl:1][C:2]1[CH:3]=[C:4]([CH:22]=[CH:23][CH:24]=1)[C:5]([NH:7][CH2:8][C:9]1[CH:14]=[CH:13][C:12]([C:15]#[N:16])=[CH:11][C:10]=1[NH:17][CH2:18][C:19]([OH:21])=O)=[O:6].[OH:25][CH2:26][CH2:27][NH:28][C:29]1[CH:34]=[CH:33][CH:32]=[CH:31][CH:30]=1. (4) Given the product [NH2:32][C:28]1([C:25]2[CH:26]=[CH:27][C:22]([C:14]3[O:13][C:11]4[N:12]=[C:7]([N:4]5[CH2:5][CH2:6][C@H:2]([OH:1])[CH2:3]5)[N:8]([CH3:41])[C:9](=[O:40])[C:10]=4[C:15]=3[C:16]3[CH:17]=[CH:18][CH:19]=[CH:20][CH:21]=3)=[CH:23][CH:24]=2)[CH2:31][CH2:30][CH2:29]1, predict the reactants needed to synthesize it. The reactants are: [OH:1][C@H:2]1[CH2:6][CH2:5][N:4]([C:7]2[N:8]([CH3:41])[C:9](=[O:40])[C:10]3[C:15]([C:16]4[CH:21]=[CH:20][CH:19]=[CH:18][CH:17]=4)=[C:14]([C:22]4[CH:27]=[CH:26][C:25]([C:28]5([NH:32]C(=O)OC(C)(C)C)[CH2:31][CH2:30][CH2:29]5)=[CH:24][CH:23]=4)[O:13][C:11]=3[N:12]=2)[CH2:3]1.C(O)(C(F)(F)F)=O. (5) Given the product [CH3:18][CH:5]1[CH2:4][CH:3]([NH:19][C:20](=[O:27])[C:21]2[CH:26]=[CH:25][CH:24]=[CH:23][N:22]=2)[C:2](=[O:1])[CH2:7][N:6]1[C:8]([O:10][CH2:11][C:12]1[CH:17]=[CH:16][CH:15]=[CH:14][CH:13]=1)=[O:9], predict the reactants needed to synthesize it. The reactants are: [OH:1][CH:2]1[CH2:7][N:6]([C:8]([O:10][CH2:11][C:12]2[CH:17]=[CH:16][CH:15]=[CH:14][CH:13]=2)=[O:9])[CH:5]([CH3:18])[CH2:4][CH:3]1[NH:19][C:20](=[O:27])[C:21]1[CH:26]=[CH:25][CH:24]=[CH:23][N:22]=1.CC(OI1(OC(C)=O)(OC(C)=O)OC(=O)C2C=CC=CC1=2)=O.C(=O)([O-])[O-].[Na+].[Na+].